This data is from Full USPTO retrosynthesis dataset with 1.9M reactions from patents (1976-2016). The task is: Predict the reactants needed to synthesize the given product. The reactants are: [F:1][C:2]([F:14])([F:13])[O:3][C:4]1[CH:5]=[C:6]([CH2:10][CH2:11][OH:12])[CH:7]=[CH:8][CH:9]=1.I[CH2:16][C:17]([O:19][CH2:20][CH3:21])=[O:18].C(C1C=CC=C(C(C)(C)C)N=1)(C)(C)C. Given the product [CH2:20]([O:19][C:17](=[O:18])[CH2:16][O:12][CH2:11][CH2:10][C:6]1[CH:7]=[CH:8][CH:9]=[C:4]([O:3][C:2]([F:13])([F:14])[F:1])[CH:5]=1)[CH3:21], predict the reactants needed to synthesize it.